From a dataset of Forward reaction prediction with 1.9M reactions from USPTO patents (1976-2016). Predict the product of the given reaction. Given the reactants [CH3:1][N:2]1[C:10](=[O:11])[CH:9]2[CH:4]([C:5]3[C:17]4[CH:18]=[CH:19][CH:20]=[N:21][C:16]=4[N:15]([C:22]([O:24][C:25]([CH3:28])([CH3:27])[CH3:26])=[O:23])[C:6]=3[C:7]3[N:8]2[CH:12]=[CH:13][N:14]=3)[C:3]1=[O:29], predict the reaction product. The product is: [CH3:1][N:2]1[C:10](=[O:11])[C:9]2[N:8]3[CH:12]=[CH:13][N:14]=[C:7]3[C:6]3[N:15]([C:22]([O:24][C:25]([CH3:27])([CH3:26])[CH3:28])=[O:23])[C:16]4[N:21]=[CH:20][CH:19]=[CH:18][C:17]=4[C:5]=3[C:4]=2[C:3]1=[O:29].